The task is: Binary Classification. Given a drug SMILES string, predict its activity (active/inactive) in a high-throughput screening assay against a specified biological target.. This data is from KCNQ2 potassium channel screen with 302,405 compounds. (1) The drug is S(=O)(=O)(N1CCN(CC1)c1c(NC(=O)C(C)C)cccc1)C. The result is 0 (inactive). (2) The result is 0 (inactive). The molecule is S=C(N1CCC(CC1)Cc1ccccc1)Nc1ccc(OC)cc1. (3) The molecule is S(=O)(=O)(CC(=O)N1CCN(CC1)CC)Cc1nc(oc1C)c1cc(OC)ccc1. The result is 0 (inactive). (4) The compound is Clc1c(cc(S(=O)(=O)Cc2nc(on2)c2c(onc2C)C)c(c1)C)C. The result is 0 (inactive). (5) The compound is O(c1c2c([nH]c(c2)C(=O)NCc2ccccc2)cc(OC)c1OC)C. The result is 0 (inactive).